This data is from Reaction yield outcomes from USPTO patents with 853,638 reactions. The task is: Predict the reaction yield, written as a fraction of the theoretical maximum amount of product (1.0 means a 100% yield; for example, 0.34 means a 34% yield). (1) The reactants are [OH:1][C:2]1[CH:3]=[C:4]([C:14]2[N:15](C(OC(C)(C)C)=O)[C:16]([C:19]3[S:20][CH:21]=[CH:22][N:23]=3)=[CH:17][CH:18]=2)[CH:5]=[C:6]([O:8][C@@H:9]([CH3:13])[CH2:10][O:11][CH3:12])[CH:7]=1.[N:31]1([C:35]([C:37]2[CH:38]=[C:39]([CH3:44])[C:40](Cl)=[N:41][CH:42]=2)=[O:36])[CH2:34][CH2:33][CH2:32]1.[H-].[Na+].[Cl-].[NH4+]. The catalyst is CS(C)=O. The product is [N:31]1([C:35]([C:37]2[CH:38]=[C:39]([CH3:44])[C:40]([O:1][C:2]3[CH:3]=[C:4]([C:14]4[NH:15][C:16]([C:19]5[S:20][CH:21]=[CH:22][N:23]=5)=[CH:17][CH:18]=4)[CH:5]=[C:6]([O:8][C@@H:9]([CH3:13])[CH2:10][O:11][CH3:12])[CH:7]=3)=[N:41][CH:42]=2)=[O:36])[CH2:34][CH2:33][CH2:32]1. The yield is 0.720. (2) The reactants are Cl[C:2]1C=[CH:6][C:5]([Br:8])=[CH:4][N:3]=1.[F:9][C:10]1[CH:15]=[CH:14][C:13]([C:16]([CH3:20])([CH3:19])[CH2:17][NH2:18])=[CH:12][CH:11]=1.CC[N:23](C(C)C)C(C)C. The catalyst is C1(C)C=CC=CC=1. The product is [Br:8][C:5]1[CH:4]=[N:3][C:2]([NH:18][CH2:17][C:16]([C:13]2[CH:12]=[CH:11][C:10]([F:9])=[CH:15][CH:14]=2)([CH3:20])[CH3:19])=[N:23][CH:6]=1. The yield is 0.400. (3) The reactants are [F:1][CH2:2][C:3]([C:7]1[CH:11]=[C:10]([NH2:12])[O:9][N:8]=1)([CH3:6])[CH2:4][F:5].Cl[C:14]([O:16][C:17]1[CH:22]=[CH:21][CH:20]=[CH:19][CH:18]=1)=[O:15].C([O-])([O-])=O.[K+].[K+]. The catalyst is C1COCC1. The product is [F:1][CH2:2][C:3]([C:7]1[CH:11]=[C:10]([NH:12][C:14](=[O:15])[O:16][C:17]2[CH:22]=[CH:21][CH:20]=[CH:19][CH:18]=2)[O:9][N:8]=1)([CH3:6])[CH2:4][F:5]. The yield is 1.00. (4) The reactants are O=[CH:2][C@H:3]([CH2:5][OH:6])[OH:4].[CH3:7][CH:8]([O:10][C:11]1[CH:18]=[CH:17][C:16]([C:19]2[S:20][C:21]([N:24]3[C:32]([CH3:33])=[C:27]4[CH2:28][NH:29][CH2:30][CH2:31][C:26]4=[N:25]3)=[N:22][N:23]=2)=[CH:15][C:12]=1[C:13]#[N:14])[CH3:9].C(O[BH-](OC(=O)C)OC(=O)C)(=O)C.[Na+].C([O-])(O)=O.[Na+]. The catalyst is ClCCl.CO. The product is [OH:4][C@@H:3]([CH2:5][OH:6])[CH2:2][N:29]1[CH2:30][CH2:31][C:26]2=[N:25][N:24]([C:21]3[S:20][C:19]([C:16]4[CH:17]=[CH:18][C:11]([O:10][CH:8]([CH3:9])[CH3:7])=[C:12]([CH:15]=4)[C:13]#[N:14])=[N:23][N:22]=3)[C:32]([CH3:33])=[C:27]2[CH2:28]1. The yield is 0.110. (5) The reactants are [F:1][C:2]([F:41])([F:40])[C:3]1[CH:39]=[CH:38][C:6]([CH2:7][N:8]2[C:16]3[C:11](=[CH:12][C:13]([O:17][CH2:18][C:19]([O:21]CC)=[O:20])=[CH:14][CH:15]=3)[C:10]([CH:24]=[N:25][O:26][CH2:27][C:28]3[CH:33]=[CH:32][C:31]([C:34]([F:37])([F:36])[F:35])=[CH:30][CH:29]=3)=[CH:9]2)=[CH:5][CH:4]=1.O.[OH-].[Li+]. The catalyst is C1COCC1. The product is [F:40][C:2]([F:1])([F:41])[C:3]1[CH:39]=[CH:38][C:6]([CH2:7][N:8]2[C:16]3[C:11](=[CH:12][C:13]([O:17][CH2:18][C:19]([OH:21])=[O:20])=[CH:14][CH:15]=3)[C:10]([CH:24]=[N:25][O:26][CH2:27][C:28]3[CH:33]=[CH:32][C:31]([C:34]([F:37])([F:36])[F:35])=[CH:30][CH:29]=3)=[CH:9]2)=[CH:5][CH:4]=1. The yield is 0.770. (6) The reactants are S(Cl)(Cl)=O.[NH:5]1[C:9]2[CH:10]=[CH:11][C:12]([C:14]([OH:16])=[O:15])=[CH:13][C:8]=2[N:7]=[CH:6]1.[CH3:17]O. No catalyst specified. The product is [NH:5]1[C:9]2[CH:10]=[CH:11][C:12]([C:14]([O:16][CH3:17])=[O:15])=[CH:13][C:8]=2[N:7]=[CH:6]1. The yield is 0.900. (7) The reactants are [CH3:1][N:2]1[CH2:7][CH2:6][N:5]([C:8]2[C:13]3[CH2:14][C@H:15]([NH:18][C:19](=[O:32])[C:20]4[CH:25]=[CH:24][C:23]([N:26]5[CH2:31][CH2:30][NH:29][CH2:28][CH2:27]5)=[CH:22][CH:21]=4)[CH2:16][O:17][C:12]=3[CH:11]=[CH:10][CH:9]=2)[CH2:4][CH2:3]1.C(=O)([O-])[O-].[K+].[K+].S(O[CH2:44][CH2:45][O:46][CH2:47][C:48]1[CH:53]=[CH:52][CH:51]=[CH:50][CH:49]=1)(=O)(=O)C. The catalyst is CN(C)C=O. The product is [CH3:1][N:2]1[CH2:3][CH2:4][N:5]([C:8]2[C:13]3[CH2:14][C@H:15]([NH:18][C:19](=[O:32])[C:20]4[CH:21]=[CH:22][C:23]([N:26]5[CH2:27][CH2:28][N:29]([CH2:44][CH2:45][O:46][CH2:47][C:48]6[CH:53]=[CH:52][CH:51]=[CH:50][CH:49]=6)[CH2:30][CH2:31]5)=[CH:24][CH:25]=4)[CH2:16][O:17][C:12]=3[CH:11]=[CH:10][CH:9]=2)[CH2:6][CH2:7]1. The yield is 0.240.